From a dataset of Forward reaction prediction with 1.9M reactions from USPTO patents (1976-2016). Predict the product of the given reaction. (1) The product is: [Si:6]([O:13][CH2:14][CH2:15][CH:16]([C:24]1[S:28][CH:27]=[N:26][C:25]=1[Cl:30])[O:17][CH:18]1[CH2:23][CH2:22][CH2:21][CH2:20][O:19]1)([C:9]([CH3:12])([CH3:10])[CH3:11])([CH3:7])[CH3:8]. Given the reactants [Li]CCCC.[Si:6]([O:13][CH2:14][CH2:15][CH:16]([C:24]1[S:28][C:27](Cl)=[N:26][C:25]=1[Cl:30])[O:17][CH:18]1[CH2:23][CH2:22][CH2:21][CH2:20][O:19]1)([C:9]([CH3:12])([CH3:11])[CH3:10])([CH3:8])[CH3:7], predict the reaction product. (2) Given the reactants CS(O[CH2:6][CH2:7][O:8][C:9]1[CH:14]=[CH:13][C:12]([C:15]2[N:20]=[C:19]([C:21]#[N:22])[C:18]3[N:23]=[N:24][N:25]([CH3:26])[C:17]=3[CH:16]=2)=[CH:11][C:10]=1[C:27]([F:30])([F:29])[F:28])(=O)=O.[CH3:31][C:32]1[N:37]=[C:36]([N:38]2[CH2:43][CH2:42][NH:41][CH2:40][CH2:39]2)[CH:35]=[CH:34][CH:33]=1, predict the reaction product. The product is: [CH3:26][N:25]1[C:17]2[CH:16]=[C:15]([C:12]3[CH:13]=[CH:14][C:9]([O:8][CH2:7][CH2:6][N:41]4[CH2:42][CH2:43][N:38]([C:36]5[CH:35]=[CH:34][CH:33]=[C:32]([CH3:31])[N:37]=5)[CH2:39][CH2:40]4)=[C:10]([C:27]([F:28])([F:29])[F:30])[CH:11]=3)[N:20]=[C:19]([C:21]#[N:22])[C:18]=2[N:23]=[N:24]1. (3) Given the reactants [H-].[Na+].[OH:3][CH:4]1[CH2:9][CH2:8][N:7]([CH3:10])[CH2:6][CH2:5]1.[Br:11][C:12]1[CH:17]=[C:16](F)[CH:15]=[C:14]([Br:19])[CH:13]=1.O, predict the reaction product. The product is: [Br:11][C:12]1[CH:17]=[C:16]([CH:15]=[C:14]([Br:19])[CH:13]=1)[O:3][CH:4]1[CH2:9][CH2:8][N:7]([CH3:10])[CH2:6][CH2:5]1.